Dataset: Forward reaction prediction with 1.9M reactions from USPTO patents (1976-2016). Task: Predict the product of the given reaction. Given the reactants [CH3:1][C@@H:2]1[C:31]([CH3:33])([CH3:32])[O:30][C@:4]2([O:8][C@H:7]3[CH2:9][C@H:10]4[C@@H:15]5[CH2:16][CH2:17][C@H:18]6[CH2:23][C@H:22]([OH:24])[CH2:21][CH2:20][C@:19]6([CH3:25])[C@H:14]5[C@@H:13]([OH:26])[CH2:12][C@:11]4([CH3:27])[C@H:6]3[C@:5]2([OH:29])[CH3:28])[CH2:3]1, predict the reaction product. The product is: [CH3:1][C@@H:2]1[C:31]([CH3:32])([CH3:33])[O:30][C@:4]2([O:8][C@H:7]3[CH2:9][C@H:10]4[C@@H:15]5[CH2:16][CH2:17][C@H:18]6[CH2:23][C@H:22]([OH:24])[CH2:21][CH2:20][C@:19]6([CH3:25])[C@H:14]5[C:13](=[O:26])[CH2:12][C@:11]4([CH3:27])[C@H:6]3[C@:5]2([OH:29])[CH3:28])[CH2:3]1.[CH3:1][C@@H:2]1[C:31]([CH3:32])([CH3:33])[O:30][C@:4]2([O:8][C@H:7]3[CH2:9][C@H:10]4[C@@H:15]5[CH2:16][CH2:17][C@H:18]6[CH2:23][C:22](=[O:24])[CH2:21][CH2:20][C@:19]6([CH3:25])[C@H:14]5[C:13](=[O:26])[CH2:12][C@:11]4([CH3:27])[C@H:6]3[C@:5]2([OH:29])[CH3:28])[CH2:3]1.